Predict the product of the given reaction. From a dataset of Forward reaction prediction with 1.9M reactions from USPTO patents (1976-2016). (1) Given the reactants [N+](CCCC)(CCCC)(CCCC)CCCC.[F-].[OH:19][C:20]([CH3:50])([CH3:49])[CH2:21][C@@:22]1([C:43]2[CH:48]=[CH:47][CH:46]=[CH:45][CH:44]=2)[O:27][C:26](=[O:28])[N:25]([C@H:29]([C:31]2[CH:36]=[CH:35][C:34]([C:37]#[C:38][Si](C)(C)C)=[CH:33][CH:32]=2)[CH3:30])[CH2:24][CH2:23]1, predict the reaction product. The product is: [C:37]([C:34]1[CH:33]=[CH:32][C:31]([C@@H:29]([N:25]2[CH2:24][CH2:23][C@:22]([CH2:21][C:20]([OH:19])([CH3:49])[CH3:50])([C:43]3[CH:44]=[CH:45][CH:46]=[CH:47][CH:48]=3)[O:27][C:26]2=[O:28])[CH3:30])=[CH:36][CH:35]=1)#[CH:38]. (2) Given the reactants [F:1][C:2]([F:52])([F:51])[C:3]1[CH:4]=[C:5]([C:13]([CH3:50])([CH3:49])[C:14]([N:16]([CH3:48])[C:17]2[C:18]([C:40]3[CH:45]=[CH:44][C:43]([F:46])=[CH:42][C:41]=3[CH3:47])=[CH:19][C:20]([C@H:23]3[N:27](C(OC(C)(C)C)=O)[C@@:26]([CH3:39])([C:35]([O:37][CH3:38])=[O:36])[CH2:25][CH2:24]3)=[N:21][CH:22]=2)=[O:15])[CH:6]=[C:7]([C:9]([F:12])([F:11])[F:10])[CH:8]=1.C(O)(C(F)(F)F)=O, predict the reaction product. The product is: [F:52][C:2]([F:1])([F:51])[C:3]1[CH:4]=[C:5]([C:13]([CH3:49])([CH3:50])[C:14]([N:16]([CH3:48])[C:17]2[C:18]([C:40]3[CH:45]=[CH:44][C:43]([F:46])=[CH:42][C:41]=3[CH3:47])=[CH:19][C:20]([C@H:23]3[NH:27][C@@:26]([CH3:39])([C:35]([O:37][CH3:38])=[O:36])[CH2:25][CH2:24]3)=[N:21][CH:22]=2)=[O:15])[CH:6]=[C:7]([C:9]([F:11])([F:12])[F:10])[CH:8]=1. (3) Given the reactants [Br:1][CH2:2][C:3]([C:5]1(Br)[CH2:9][CH2:8][CH2:7][CH2:6]1)=[O:4].[N:11]1[CH:16]=[CH:15][CH:14]=[CH:13][C:12]=1[CH3:17], predict the reaction product. The product is: [Br-:1].[C:5]1([C:3](=[O:4])[CH2:2][N+:11]2[CH:16]=[CH:15][CH:14]=[CH:13][C:12]=2[CH3:17])[CH2:9][CH2:8][CH2:7][CH:6]=1. (4) The product is: [Br:1][C:2]1[CH:3]=[C:4]([CH:27]=[C:28]([Cl:30])[CH:29]=1)[O:5][C:6]1[C:7]2[N:8]([C:15]([CH2:16][C:17]3[C:25]4[C:20](=[N:21][CH:22]=[CH:23][CH:24]=4)[NH:19][N:18]=3)=[N:14][CH:13]=2)[CH:9]=[CH:10][C:11]=1[CH3:12]. Given the reactants [Br:1][C:2]1[CH:3]=[C:4]([CH:27]=[C:28]([Cl:30])[CH:29]=1)[O:5][C:6]1[C:7]([CH2:13][NH:14][C:15](=O)[CH2:16][C:17]2[C:25]3[C:20](=[N:21][CH:22]=[CH:23][CH:24]=3)[NH:19][N:18]=2)=[N:8][CH:9]=[CH:10][C:11]=1[CH3:12].P(Cl)(Cl)(Cl)=O, predict the reaction product. (5) Given the reactants [CH:1]1([C:4]2[NH:24][C:7]3[N:8]=[N:9][C:10]([CH2:12][CH2:13][CH2:14][CH2:15][N:16]4[CH:20]=[C:19]([C:21]([OH:23])=[O:22])[N:18]=[N:17]4)=[CH:11][C:6]=3[C:5]=2I)[CH2:3][CH2:2]1.[Br-].[CH:27]1([Zn+])[CH2:29][CH2:28]1, predict the reaction product. The product is: [CH:27]1([C:5]2[C:6]3[CH:11]=[C:10]([CH2:12][CH2:13][CH2:14][CH2:15][N:16]4[CH:20]=[C:19]([C:21]([OH:23])=[O:22])[N:18]=[N:17]4)[N:9]=[N:8][C:7]=3[NH:24][C:4]=2[CH:1]2[CH2:3][CH2:2]2)[CH2:29][CH2:28]1. (6) Given the reactants C(OC([N:8]1[CH2:14][CH2:13][CH2:12][N:11]([S:15]([C:18]2[C:19]3[C:20]([Cl:28])=[CH:21][N:22]=[CH:23][C:24]=3[CH:25]=[CH:26][CH:27]=2)(=[O:17])=[O:16])[C@@H:10]([CH3:29])[CH2:9]1)=O)(C)(C)C.O1CCOCC1.[ClH:36], predict the reaction product. The product is: [ClH:28].[ClH:36].[Cl:28][C:20]1[C:19]2[C:18]([S:15]([N:11]3[CH2:12][CH2:13][CH2:14][NH:8][CH2:9][C@@H:10]3[CH3:29])(=[O:16])=[O:17])=[CH:27][CH:26]=[CH:25][C:24]=2[CH:23]=[N:22][CH:21]=1. (7) The product is: [CH3:1][N:2]([C@@H:19]1[CH2:23][CH2:22][N:21]([CH2:30][C:27]2[CH:28]=[CH:29][N:24]=[CH:25][CH:26]=2)[CH2:20]1)[C:3](=[O:18])[CH2:4][CH:5]([C:12]1[CH:13]=[CH:14][CH:15]=[CH:16][CH:17]=1)[C:6]1[CH:11]=[CH:10][CH:9]=[CH:8][CH:7]=1. Given the reactants [CH3:1][N:2]([CH:19]1[CH2:23][CH2:22][NH:21][CH2:20]1)[C:3](=[O:18])[CH2:4][CH:5]([C:12]1[CH:17]=[CH:16][CH:15]=[CH:14][CH:13]=1)[C:6]1[CH:11]=[CH:10][CH:9]=[CH:8][CH:7]=1.[N:24]1[CH:29]=[CH:28][C:27]([CH:30]=O)=[CH:26][CH:25]=1.C(O[BH-](OC(=O)C)OC(=O)C)(=O)C.[Na+], predict the reaction product.